From a dataset of Full USPTO retrosynthesis dataset with 1.9M reactions from patents (1976-2016). Predict the reactants needed to synthesize the given product. (1) Given the product [CH3:9][O:10][C:11](=[O:40])/[C:12](/[NH:13][C:14](=[O:33])[C:15]1[CH:20]=[CH:19][C:18]([CH:21]([OH:31])/[CH:22]=[CH:23]/[C:24]2[CH:29]=[CH:28][CH:27]=[C:26]([OH:30])[CH:25]=2)=[CH:17][C:16]=1[Cl:32])=[CH:51]/[C:43]1[CH:42]=[N:41][C:50]2[C:45]([CH:44]=1)=[CH:46][CH:47]=[CH:48][CH:49]=2, predict the reactants needed to synthesize it. The reactants are: CN(C)C(N(C)C)=N.[CH3:9][O:10][C:11](=[O:40])[CH:12](P(OC)(OC)=O)[NH:13][C:14](=[O:33])[C:15]1[CH:20]=[CH:19][C:18]([CH:21]([OH:31])/[CH:22]=[CH:23]/[C:24]2[CH:29]=[CH:28][CH:27]=[C:26]([OH:30])[CH:25]=2)=[CH:17][C:16]=1[Cl:32].[N:41]1[C:50]2[C:45](=[CH:46][CH:47]=[CH:48][CH:49]=2)[CH:44]=[C:43]([CH:51]=O)[CH:42]=1. (2) Given the product [C:10]([CH:9]([S:8][C:4]1[CH:3]=[C:2]([C:20]2[CH:21]=[CH:22][C:17]([C:14]([OH:16])=[O:15])=[CH:18][CH:19]=2)[CH:7]=[CH:6][CH:5]=1)[CH3:13])(=[O:11])[NH2:12], predict the reactants needed to synthesize it. The reactants are: Br[C:2]1[CH:3]=[C:4]([S:8][CH:9]([CH3:13])[C:10]([NH2:12])=[O:11])[CH:5]=[CH:6][CH:7]=1.[C:14]([C:17]1[CH:22]=[CH:21][C:20](B(O)O)=[CH:19][CH:18]=1)([OH:16])=[O:15].C(=O)([O-])[O-].[K+].[K+]. (3) The reactants are: CC(C)([O-])C.[K+].[NH2:7][C:8]1[N:13]=[C:12]([C:14]2[CH:19]=[CH:18][C:17]([OH:20])=[CH:16][C:15]=2[O:21][CH3:22])[CH:11]=[CH:10][CH:9]=1.S(O)(=O)(=O)C.[C:28]([N:35]1[CH2:40][CH2:39][CH:38](O)[CH2:37][CH2:36]1)([O:30][C:31]([CH3:34])([CH3:33])[CH3:32])=[O:29].S([O-])(=O)(=O)C. Given the product [C:31]([O:30][C:28]([N:35]1[CH2:40][CH2:39][CH:38]([O:20][C:17]2[CH:18]=[CH:19][C:14]([C:12]3[CH:11]=[CH:10][CH:9]=[C:8]([NH2:7])[N:13]=3)=[C:15]([O:21][CH3:22])[CH:16]=2)[CH2:37][CH2:36]1)=[O:29])([CH3:34])([CH3:32])[CH3:33], predict the reactants needed to synthesize it. (4) Given the product [C:13]([NH:12][C:8]1[CH:7]=[C:6]2[C:11](=[CH:10][CH:9]=1)[C:3]([OH:16])([C:1](=[NH:2])[O:24][CH2:23][CH3:22])[CH2:4][CH2:5]2)(=[O:15])[CH3:14], predict the reactants needed to synthesize it. The reactants are: [C:1]([C:3]1([O:16][Si](C)(C)C)[C:11]2[C:6](=[CH:7][C:8]([NH:12][C:13](=[O:15])[CH3:14])=[CH:9][CH:10]=2)[CH2:5][CH2:4]1)#[N:2].Cl.[CH3:22][CH2:23][OH:24]. (5) Given the product [Si:19]([O:18][C@@H:8]1[C@@H:9]([C:10]([F:12])([F:13])[F:11])[CH2:14][NH:15][CH2:6][C@H:7]1[NH:26][C:27](=[O:28])[O:29][C:30]([CH3:32])([CH3:31])[CH3:33])([C:22]([CH3:25])([CH3:24])[CH3:23])([CH3:21])[CH3:20], predict the reactants needed to synthesize it. The reactants are: CS(O[CH2:6][C@@H:7]([NH:26][C:27]([O:29][C:30]([CH3:33])([CH3:32])[CH3:31])=[O:28])[C@H:8]([O:18][Si:19]([C:22]([CH3:25])([CH3:24])[CH3:23])([CH3:21])[CH3:20])[C@H:9]([CH2:14][N:15]=[N+]=[N-])[C:10]([F:13])([F:12])[F:11])(=O)=O.N#N.CCN(C(C)C)C(C)C. (6) Given the product [Br:1][C:2]1[CH:7]=[CH:6][C:5]([O:8][CH2:17][CH2:18][O:19][Si:20]([C:23]([CH3:26])([CH3:25])[CH3:24])([CH3:22])[CH3:21])=[CH:4][C:3]=1[F:9], predict the reactants needed to synthesize it. The reactants are: [Br:1][C:2]1[CH:7]=[CH:6][C:5]([OH:8])=[CH:4][C:3]=1[F:9].C([O-])([O-])=O.[K+].[K+].Br[CH2:17][CH2:18][O:19][Si:20]([C:23]([CH3:26])([CH3:25])[CH3:24])([CH3:22])[CH3:21]. (7) Given the product [OH:4][CH:5]([CH2:25][N:26]1[C:35]2[C:30](=[CH:31][CH:32]=[C:33]([O:36][CH3:37])[CH:34]=2)[N:29]=[CH:28][C:27]1=[O:38])[CH2:6][NH:7][CH:8]1[CH2:12][N:11]([C:13]2[CH:14]=[CH:15][C:16]3[O:21][CH2:20][C:19](=[O:22])[NH:18][C:17]=3[CH:23]=2)[C:10](=[O:24])[CH2:9]1, predict the reactants needed to synthesize it. The reactants are: COC[O:4][CH:5]([CH2:25][N:26]1[C:35]2[C:30](=[CH:31][CH:32]=[C:33]([O:36][CH3:37])[CH:34]=2)[N:29]=[CH:28][C:27]1=[O:38])[CH2:6][NH:7][CH:8]1[CH2:12][N:11]([C:13]2[CH:14]=[CH:15][C:16]3[O:21][CH2:20][C:19](=[O:22])[NH:18][C:17]=3[CH:23]=2)[C:10](=[O:24])[CH2:9]1.Cl.